This data is from Reaction yield outcomes from USPTO patents with 853,638 reactions. The task is: Predict the reaction yield, written as a fraction of the theoretical maximum amount of product (1.0 means a 100% yield; for example, 0.34 means a 34% yield). (1) The reactants are [NH2:1][C:2]1[CH:7]=[C:6]([O:8][CH3:9])[CH:5]=[CH:4][N:3]=1.Br[CH2:11][C:12](=O)[C:13]([O:15][CH2:16][CH3:17])=[O:14]. The catalyst is C(O)C. The product is [CH3:9][O:8][C:6]1[CH:5]=[CH:4][N:3]2[CH:11]=[C:12]([C:13]([O:15][CH2:16][CH3:17])=[O:14])[N:1]=[C:2]2[CH:7]=1. The yield is 0.580. (2) The reactants are F[P-](F)(F)(F)(F)F.N1(OC(N(C)C)=[N+](C)C)C2N=CC=CC=2N=N1.[C:25]([O:29][C:30]([NH:32][C:33]1([C:48]([OH:50])=O)[CH2:38][CH2:37][N:36]([C:39]2[C:40]3[CH:47]=[CH:46][NH:45][C:41]=3[N:42]=[CH:43][N:44]=2)[CH2:35][CH2:34]1)=[O:31])([CH3:28])([CH3:27])[CH3:26].C(N(CC)C(C)C)(C)C.[NH2:60][CH:61]([C:68]1[CH:73]=[CH:72][C:71]([Cl:74])=[CH:70][CH:69]=1)[CH2:62][CH2:63][NH:64][C:65](=[O:67])[CH3:66]. The catalyst is CN1C(=O)CCC1.C(OC(NC1(C(O)=O)CCN(C2C3C=CNC=3N=CN=2)CC1)=O)(C)(C)C.NC(C1C=CC(Cl)=CC=1)CCNC(=O)C. The product is [C:65]([NH:64][CH2:63][CH2:62][CH:61]([NH:60][C:48]([C:33]1([NH:32][C:30](=[O:31])[O:29][C:25]([CH3:26])([CH3:28])[CH3:27])[CH2:34][CH2:35][N:36]([C:39]2[C:40]3[CH:47]=[CH:46][NH:45][C:41]=3[N:42]=[CH:43][N:44]=2)[CH2:37][CH2:38]1)=[O:50])[C:68]1[CH:69]=[CH:70][C:71]([Cl:74])=[CH:72][CH:73]=1)(=[O:67])[CH3:66]. The yield is 0.860.